This data is from Full USPTO retrosynthesis dataset with 1.9M reactions from patents (1976-2016). The task is: Predict the reactants needed to synthesize the given product. (1) Given the product [Cl:13][C:14]1[CH:33]=[CH:32][CH:31]=[C:30]([Cl:34])[C:15]=1[CH2:16][C:17]1[N:22]=[C:21]([C:23]2[S:27][C:26]([NH:28][C:38]([N:9]3[CH:10]=[CH:11][N:12]=[CH:8]3)=[O:39])=[N:25][C:24]=2[CH3:29])[CH:20]=[CH:19][N:18]=1, predict the reactants needed to synthesize it. The reactants are: C([C:8]1[NH:9][CH:10]=[CH:11][N:12]=1)([C:8]1[NH:9][CH:10]=[CH:11][N:12]=1)=O.[Cl:13][C:14]1[CH:33]=[CH:32][CH:31]=[C:30]([Cl:34])[C:15]=1[CH2:16][C:17]1[N:22]=[C:21]([C:23]2[S:27][C:26]([NH2:28])=[N:25][C:24]=2[CH3:29])[CH:20]=[CH:19][N:18]=1.CN([CH:38]=[O:39])C. (2) Given the product [C:22]([C:8]1[C:7]2[C:11](=[CH:12][C:4]([N+:1]([O-:3])=[O:2])=[CH:5][CH:6]=2)[NH:10][CH:9]=1)([CH3:28])([CH3:27])[CH3:23], predict the reactants needed to synthesize it. The reactants are: [N+:1]([C:4]1[CH:12]=[C:11]2[C:7]([CH:8]=[CH:9][NH:10]2)=[CH:6][CH:5]=1)([O-:3])=[O:2].CCN(C(C)C)C(C)C.[C:22]1([CH3:28])[CH:27]=CC=C[CH:23]=1. (3) Given the product [Cl:1][C:2]1[CH:15]=[C:14]([C:16]2[N:20]=[C:19]([C:21]3[N:22]=[C:23]4[C:28]([Cl:29])=[CH:27][C:26]([C:30]([F:33])([F:31])[F:32])=[CH:25][N:24]4[CH:34]=3)[O:18][N:17]=2)[C:13]([Cl:35])=[CH:12][C:3]=1[O:4][C@H:5]([CH3:11])[CH2:6][OH:7], predict the reactants needed to synthesize it. The reactants are: [Cl:1][C:2]1[CH:15]=[C:14]([C:16]2[N:20]=[C:19]([C:21]3[N:22]=[C:23]4[C:28]([Cl:29])=[CH:27][C:26]([C:30]([F:33])([F:32])[F:31])=[CH:25][N:24]4[CH:34]=3)[O:18][N:17]=2)[C:13]([Cl:35])=[CH:12][C:3]=1[O:4][C@H:5]([CH3:11])[C:6](OCC)=[O:7].CC(C[AlH]CC(C)C)C. (4) Given the product [Cl:9][C:10]1[CH:11]=[CH:12][C:13](/[C:16](/[C:33]2[CH:34]=[CH:35][C:36]([C:2]#[C:1][C:3]3[CH:8]=[CH:7][CH:6]=[CH:5][N:4]=3)=[CH:37][CH:38]=2)=[CH:17]/[CH2:18][O:19][C:20]2[CH:31]=[CH:30][C:23]([O:24][CH2:25][C:26]([O:28][CH3:29])=[O:27])=[C:22]([CH3:32])[CH:21]=2)=[CH:14][CH:15]=1, predict the reactants needed to synthesize it. The reactants are: [C:1]([C:3]1[CH:8]=[CH:7][CH:6]=[CH:5][N:4]=1)#[CH:2].[Cl:9][C:10]1[CH:15]=[CH:14][C:13](/[C:16](/[C:33]2[CH:38]=[CH:37][C:36](I)=[CH:35][CH:34]=2)=[CH:17]/[CH2:18][O:19][C:20]2[CH:31]=[CH:30][C:23]([O:24][CH2:25][C:26]([O:28][CH3:29])=[O:27])=[C:22]([CH3:32])[CH:21]=2)=[CH:12][CH:11]=1. (5) Given the product [F:1][C:2]1[CH:7]=[CH:6][C:5]([C@H:8]2[CH2:14][CH:13]=[CH:12][CH2:11][N:10]3[N:15]=[C:16]([NH:18][C:19]4[CH:24]=[CH:23][C:22]([N:25]5[CH:29]=[N:28][C:27]([CH3:30])=[N:26]5)=[C:21]([O:31][CH3:32])[CH:20]=4)[N:17]=[C:9]23)=[CH:4][CH:3]=1, predict the reactants needed to synthesize it. The reactants are: [F:1][C:2]1[CH:7]=[CH:6][C:5]([CH:8]2[CH2:14][CH:13]=[CH:12][CH2:11][N:10]3[N:15]=[C:16]([NH:18][C:19]4[CH:24]=[CH:23][C:22]([N:25]5[CH:29]=[N:28][C:27]([CH3:30])=[N:26]5)=[C:21]([O:31][CH3:32])[CH:20]=4)[N:17]=[C:9]23)=[CH:4][CH:3]=1.CO. (6) Given the product [CH3:39][O:40][C:41](=[O:59])[C:42]1[C:47]([NH:48][C:49]2[CH:54]=[CH:53][C:52]([Br:55])=[CH:51][C:50]=2[Cl:56])=[C:46]([CH3:57])[C:45]([N:35]=[N+:36]=[N-:37])=[N:44][CH:43]=1, predict the reactants needed to synthesize it. The reactants are: ClC1C(C(O)=O)=CN=C(Cl)C=1C.BrC1C=CC(NC2C(C(O)=O)=CN3C=CN=C3C=2C)=C(Cl)C=1.[N-:35]=[N+:36]=[N-:37].[Na+].[CH3:39][O:40][C:41](=[O:59])[C:42]1[C:47]([NH:48][C:49]2[CH:54]=[CH:53][C:52]([Br:55])=[CH:51][C:50]=2[Cl:56])=[C:46]([CH3:57])[C:45](Cl)=[N:44][CH:43]=1. (7) The reactants are: [CH3:1][Si:2]([CH3:13])([CH3:12])[CH2:3][CH2:4][O:5][CH2:6][N:7]1[CH:11]=[CH:10][CH:9]=[N:8]1.[Li]CCCC.N#N.[CH3:21][N:22]([CH2:42][CH:43]=[O:44])[C:23]([C:36]1[CH:41]=[CH:40][CH:39]=[CH:38][CH:37]=1)([C:30]1[CH:35]=[CH:34][CH:33]=[CH:32][CH:31]=1)[C:24]1[CH:29]=[CH:28][CH:27]=[CH:26][CH:25]=1. Given the product [CH3:21][N:22]([C:23]([C:36]1[CH:41]=[CH:40][CH:39]=[CH:38][CH:37]=1)([C:24]1[CH:25]=[CH:26][CH:27]=[CH:28][CH:29]=1)[C:30]1[CH:35]=[CH:34][CH:33]=[CH:32][CH:31]=1)[CH2:42][CH:43]([C:11]1[N:7]([CH2:6][O:5][CH2:4][CH2:3][Si:2]([CH3:13])([CH3:12])[CH3:1])[N:8]=[CH:9][CH:10]=1)[OH:44], predict the reactants needed to synthesize it.